Dataset: Full USPTO retrosynthesis dataset with 1.9M reactions from patents (1976-2016). Task: Predict the reactants needed to synthesize the given product. (1) Given the product [F:34][C:25]1[CH:26]=[C:27]([S:30]([CH3:33])(=[O:32])=[O:31])[CH:28]=[CH:29][C:24]=1[NH:1][C@H:2]1[CH2:6][CH2:5][N:4]([CH:7]2[CH2:12][CH2:11][N:10]([C:13]([O:15][C:16]([CH3:17])([CH3:19])[CH3:18])=[O:14])[CH2:9][C:8]2([CH3:21])[CH3:20])[C:3]1=[O:22], predict the reactants needed to synthesize it. The reactants are: [NH2:1][C@H:2]1[CH2:6][CH2:5][N:4]([CH:7]2[CH2:12][CH2:11][N:10]([C:13]([O:15][C:16]([CH3:19])([CH3:18])[CH3:17])=[O:14])[CH2:9][C:8]2([CH3:21])[CH3:20])[C:3]1=[O:22].F[C:24]1[CH:29]=[CH:28][C:27]([S:30]([CH3:33])(=[O:32])=[O:31])=[CH:26][C:25]=1[F:34].C([O-])([O-])=O.[Na+].[Na+]. (2) Given the product [BrH:14].[Br:14][C:10]1[N:5]2[N:4]=[C:3]([C:2]([F:12])([F:1])[F:13])[N:11]=[C:6]2[CH:7]=[N:8][CH:9]=1, predict the reactants needed to synthesize it. The reactants are: [F:1][C:2]([F:13])([F:12])[C:3]1[N:11]=[C:6]2[CH:7]=[N:8][CH:9]=[CH:10][N:5]2[N:4]=1.[Br:14]Br. (3) The reactants are: [CH3:1][C:2]1[CH:11]=[CH:10][C:9]([N+:12]([O-])=O)=[CH:8][C:3]=1[C:4]([O:6]C)=[O:5].[CH3:15]O. Given the product [CH3:15][C:11]1[C:2]([CH3:1])=[C:3]([CH:8]=[C:9]([NH2:12])[CH:10]=1)[C:4]([OH:6])=[O:5], predict the reactants needed to synthesize it. (4) Given the product [CH2:16]([C:27]1[CH:28]=[C:21]([C:20]([F:29])([F:30])[F:19])[CH:22]=[CH:23][C:24]=1[CH:25]=[O:26])[CH:15]=[CH2:14], predict the reactants needed to synthesize it. The reactants are: CN(C)CCNC.C(=O)=O.CC#N.[CH2:14]([Li])[CH2:15][CH2:16]C.[F:19][C:20]([F:30])([F:29])[C:21]1[CH:28]=[CH:27][C:24]([CH:25]=[O:26])=[CH:23][CH:22]=1.C(Br)C=C. (5) Given the product [Br:1][C:2]1[C:11]([F:12])=[CH:10][CH:9]=[C:8]2[C:3]=1[CH2:4][CH2:5][N:6]1[C:18](=[O:28])[CH2:19][NH:20][C:21](=[O:22])[CH:13]=[C:7]12, predict the reactants needed to synthesize it. The reactants are: [Br:1][C:2]1[C:11]([F:12])=[CH:10][CH:9]=[C:8]2[C:3]=1[CH2:4][CH2:5][N:6]([C:18](=[O:28])[CH2:19][NH:20][C:21](OC(C)(C)C)=[O:22])[CH:7]2[CH2:13]C(OC)=O.BrC1C(F)=CC=C2C=1CCNC2CC(OC)=O.C(NCC(O)=O)(OC(C)(C)C)=O.C(N(CC)CC)C.Cl. (6) Given the product [CH2:1]([O:8][C:9]1[CH:13]=[C:12]([C:14]([O:16][CH3:25])=[O:15])[N:11]([C:17]2[CH:22]=[CH:21][CH:20]=[CH:19][CH:18]=2)[N:10]=1)[C:2]1[CH:3]=[CH:4][CH:5]=[CH:6][CH:7]=1, predict the reactants needed to synthesize it. The reactants are: [CH2:1]([O:8][C:9]1[CH:13]=[C:12]([C:14]([OH:16])=[O:15])[N:11]([C:17]2[CH:22]=[CH:21][CH:20]=[CH:19][CH:18]=2)[N:10]=1)[C:2]1[CH:7]=[CH:6][CH:5]=[CH:4][CH:3]=1.[I-].C.[C:25](=O)([O-])[O-].[K+].[K+].Cl. (7) Given the product [CH3:29][C:30]1[CH:37]=[C:36]([CH3:38])[CH:35]=[CH:34][C:31]=1[CH2:32][O:1][C:2]1[C:7]([I:8])=[CH:6][CH:5]=[CH:4][C:3]=1[C:9]1[N:14]=[C:13]([N:15]2[C:19]([C:20]([F:23])([F:22])[F:21])=[C:18]([C:24]([O:26][CH2:27][CH3:28])=[O:25])[CH:17]=[N:16]2)[CH:12]=[CH:11][CH:10]=1, predict the reactants needed to synthesize it. The reactants are: [OH:1][C:2]1[C:7]([I:8])=[CH:6][CH:5]=[CH:4][C:3]=1[C:9]1[N:14]=[C:13]([N:15]2[C:19]([C:20]([F:23])([F:22])[F:21])=[C:18]([C:24]([O:26][CH2:27][CH3:28])=[O:25])[CH:17]=[N:16]2)[CH:12]=[CH:11][CH:10]=1.[CH3:29][C:30]1[CH:37]=[C:36]([CH3:38])[CH:35]=[CH:34][C:31]=1[CH2:32]O.C1(P(C2C=CC=CC=2)C2C=CC=CC=2)C=CC=CC=1.N(C(OC(C)C)=O)=NC(OC(C)C)=O.